From a dataset of Catalyst prediction with 721,799 reactions and 888 catalyst types from USPTO. Predict which catalyst facilitates the given reaction. (1) Reactant: [C:1]([O:5][C:6](=[O:29])[CH2:7][CH2:8][N:9]1[CH2:14][CH2:13][S:12][CH:11]([C:15]2[CH:20]=[CH:19][C:18]([O:21][CH2:22][C:23]3[CH:28]=[CH:27][CH:26]=[CH:25][CH:24]=3)=[CH:17][CH:16]=2)[CH2:10]1)([CH3:4])([CH3:3])[CH3:2].[OH:30]OS([O-])=O.[K+]. Product: [C:1]([O:5][C:6](=[O:29])[CH2:7][CH2:8][N:9]1[CH2:14][CH2:13][S:12](=[O:30])[CH:11]([C:15]2[CH:16]=[CH:17][C:18]([O:21][CH2:22][C:23]3[CH:28]=[CH:27][CH:26]=[CH:25][CH:24]=3)=[CH:19][CH:20]=2)[CH2:10]1)([CH3:4])([CH3:2])[CH3:3]. The catalyst class is: 24. (2) Reactant: [CH3:1][NH:2][CH2:3][C:4]1[CH:9]=[CH:8][C:7]([N+:10]([O-:12])=[O:11])=[CH:6][CH:5]=1.C(N(C(C)C)CC)(C)C.[CH3:34][C:33]([O:32][C:30](O[C:30]([O:32][C:33]([CH3:36])([CH3:35])[CH3:34])=[O:31])=[O:31])([CH3:36])[CH3:35]. Product: [C:33]([O:32][C:30](=[O:31])[N:2]([CH3:1])[CH2:3][C:4]1[CH:5]=[CH:6][C:7]([N+:10]([O-:12])=[O:11])=[CH:8][CH:9]=1)([CH3:34])([CH3:35])[CH3:36]. The catalyst class is: 2. (3) Reactant: [N+:1]([C:4]1[CH:5]=[CH:6][C:7]2[O:12][C@@:11]([CH:14]([O:17][CH3:18])[O:15][CH3:16])([CH3:13])[C@H:10]([OH:19])[C@@H:9]([N:20]3[C:24]4[CH:25]=[CH:26][CH:27]=[CH:28][C:23]=4[NH:22][C:21]3=[N:29][C:30]#[N:31])[C:8]=2[CH:32]=1)([O-:3])=[O:2].[C:33]([O-])([O-])=O.[K+].[K+].CI.C([O-])(O)=O.[Na+]. Product: [N+:1]([C:4]1[CH:5]=[CH:6][C:7]2[O:12][C@@:11]([CH:14]([O:17][CH3:18])[O:15][CH3:16])([CH3:13])[C@H:10]([OH:19])[C@@H:9]([N:20]3[C:24]4[CH:25]=[CH:26][CH:27]=[CH:28][C:23]=4[N:22]([CH3:33])[C:21]3=[N:29][C:30]#[N:31])[C:8]=2[CH:32]=1)([O-:3])=[O:2]. The catalyst class is: 3. (4) Reactant: [NH2:1][C:2]1([C:13]2[CH:18]=[CH:17][C:16]([CH:19]([CH3:21])[CH3:20])=[CH:15][C:14]=2[O:22][CH3:23])[C:10](=[O:11])[C:9]2[C:4](=[CH:5][CH:6]=[CH:7][CH:8]=2)[C:3]1=[O:12].Cl[C:25](Cl)([O:27][C:28](=O)[O:29]C(Cl)(Cl)Cl)Cl. Product: [CH:19]([C:16]1[CH:17]=[CH:18][C:13]([C:2]2([NH:1][C:28](=[O:29])[O:27][CH3:25])[C:10](=[O:11])[C:9]3[C:4](=[CH:5][CH:6]=[CH:7][CH:8]=3)[C:3]2=[O:12])=[C:14]([O:22][CH3:23])[CH:15]=1)([CH3:21])[CH3:20]. The catalyst class is: 1. (5) The catalyst class is: 244. Reactant: [CH2:1](O)[CH2:2][CH2:3][CH2:4][CH2:5][CH2:6][CH2:7][CH2:8][OH:9].[BrH:11].O.C(=O)(O)[O-].[Na+]. Product: [Br:11][CH2:1][CH2:2][CH2:3][CH2:4][CH2:5][CH2:6][CH2:7][CH2:8][OH:9]. (6) The catalyst class is: 68. Product: [CH3:34][C@H:17]1[CH2:16][NH:15][C@H:20]([CH3:21])[CH2:19][N:18]1[C:22]1[CH:29]=[CH:28][C:25]([C:26]#[N:27])=[C:24]([C:30]([F:33])([F:32])[F:31])[CH:23]=1. Reactant: ClC(OC(Cl)C)=O.C([N:15]1[C@H:20]([CH3:21])[CH2:19][N:18]([C:22]2[CH:29]=[CH:28][C:25]([C:26]#[N:27])=[C:24]([C:30]([F:33])([F:32])[F:31])[CH:23]=2)[C@@H:17]([CH3:34])[CH2:16]1)C1C=CC=CC=1.